This data is from Forward reaction prediction with 1.9M reactions from USPTO patents (1976-2016). The task is: Predict the product of the given reaction. (1) Given the reactants [CH3:1][C@H:2]([NH2:9])[C:3]1[CH:8]=[CH:7][CH:6]=[CH:5][CH:4]=1.[CH:10](OCC)=[O:11], predict the reaction product. The product is: [CH3:1][C@H:2]([NH:9][CH:10]=[O:11])[C:3]1[CH:8]=[CH:7][CH:6]=[CH:5][CH:4]=1. (2) Given the reactants [CH3:1][N:2]([CH3:23])[C:3]1([C:21]#N)[CH2:8][CH2:7][CH:6]([CH2:9][O:10][CH2:11][C:12]#[C:13][Si:14]([CH2:19][CH3:20])([CH2:17][CH3:18])[CH2:15][CH3:16])[CH2:5][CH2:4]1.[C:24]1([Mg]Cl)[CH:29]=[CH:28]C=[CH:26][CH:25]=1.[Cl-].[NH4+].O, predict the reaction product. The product is: [C:21]1([C:3]2([N:2]([CH3:23])[CH3:1])[CH2:8][CH2:7][CH:6]([CH2:9][O:10][CH2:11][C:12]#[C:13][Si:14]([CH2:19][CH3:20])([CH2:17][CH3:18])[CH2:15][CH3:16])[CH2:5][CH2:4]2)[CH:28]=[CH:29][CH:24]=[CH:25][CH:26]=1.